This data is from Retrosynthesis with 50K atom-mapped reactions and 10 reaction types from USPTO. The task is: Predict the reactants needed to synthesize the given product. (1) Given the product Cc1cn(-c2ccc(NC(=O)c3ccc(Cl)c(C#Cc4ccc(NC5CCC5)nn4)c3)cc2C(F)(F)F)cn1, predict the reactants needed to synthesize it. The reactants are: C#Cc1ccc(NC2CCC2)nn1.Cc1cn(-c2ccc(NC(=O)c3ccc(Cl)c(I)c3)cc2C(F)(F)F)cn1. (2) Given the product CC(C)(C)OC(=O)Nc1ccc2[nH]c(C(=O)NCc3ccc(Cl)c(Oc4cc(Cl)cc(C#N)c4)c3F)cc2c1, predict the reactants needed to synthesize it. The reactants are: CC(C)(C)OC(=O)Nc1ccc2[nH]c(C(=O)O)cc2c1.N#Cc1cc(Cl)cc(Oc2c(Cl)ccc(CN)c2F)c1. (3) Given the product O=[N+]([O-])c1ccccc1NCCc1ccccn1, predict the reactants needed to synthesize it. The reactants are: O=[N+]([O-])c1ccccc1NCCc1cccnc1. (4) Given the product CC(=O)NC(C)C#Cc1ccc(Oc2ccc(OCc3ccccc3)nc2)cc1, predict the reactants needed to synthesize it. The reactants are: CC(=O)OC(C)=O.CC(N)C#Cc1ccc(Oc2ccc(OCc3ccccc3)nc2)cc1. (5) Given the product Clc1ncc(OC[C@@H]2CCN2)cc1Br, predict the reactants needed to synthesize it. The reactants are: CC(C)(C)OC(=O)N1CC[C@H]1COc1cnc(Cl)c(Br)c1. (6) Given the product c1ccc(Cc2ccc(C3OCCO3)cn2)cc1, predict the reactants needed to synthesize it. The reactants are: BrCc1ccccc1.Brc1ccc(C2OCCO2)cn1. (7) Given the product CCCCCCCCC#Cc1ccc(CN(C(C)=O)c2ccc3c(c2)C(=O)OC(C)(C)O3)cc1, predict the reactants needed to synthesize it. The reactants are: CC(=O)Cl.CCCCCCCCC#Cc1ccc(CNc2ccc3c(c2)C(=O)OC(C)(C)O3)cc1. (8) Given the product Cc1[nH]c2ccccc2c1C(=O)C1C(C)(C)C1(C)C, predict the reactants needed to synthesize it. The reactants are: CC1(C)C(C(=O)Cl)C1(C)C.Cc1cc2ccccc2[nH]1.